The task is: Predict the reaction yield, written as a fraction of the theoretical maximum amount of product (1.0 means a 100% yield; for example, 0.34 means a 34% yield).. This data is from Reaction yield outcomes from USPTO patents with 853,638 reactions. (1) The reactants are [CH3:1][C:2]1[CH:7]=[CH:6][C:5]([S:8]([O:11][CH2:12][CH:13]2[CH2:17][C:16]3[CH:18]=[CH:19][CH:20]=[C:21](Br)[C:15]=3[O:14]2)(=[O:10])=[O:9])=[CH:4][CH:3]=1.[Cl:23][C:24]1[CH:29]=[CH:28][C:27](B(O)O)=[CH:26][CH:25]=1.C(=O)([O-])[O-].[K+].[K+].CC1C=CC(S(OCC2CC3C(C4C=CC=CC=4)=CC=CC=3O2)(=O)=O)=CC=1. The catalyst is CC1C=CC=CC=1[P](C1C=CC=CC=1C)([Pd](Cl)(Cl)[P](C1=C(C)C=CC=C1)(C1C=CC=CC=1C)C1C=CC=CC=1C)C1C=CC=CC=1C. The product is [CH3:1][C:2]1[CH:7]=[CH:6][C:5]([S:8]([O:11][CH2:12][CH:13]2[CH2:17][C:16]3[CH:18]=[CH:19][CH:20]=[C:21]([C:27]4[CH:28]=[CH:29][C:24]([Cl:23])=[CH:25][CH:26]=4)[C:15]=3[O:14]2)(=[O:10])=[O:9])=[CH:4][CH:3]=1. The yield is 0.680. (2) The reactants are [C:1]([C:5]1[CH:9]=[C:8]([NH:10][C:11]([NH:13][C:14]2[CH:19]=[C:18]([C:20]3[C:32](=[O:33])[N:31]([CH3:34])[C:23]4[N:24]=[C:25](S(C)=O)[N:26]=[CH:27][C:22]=4[CH:21]=3)[CH:17]=[CH:16][C:15]=2[F:35])=[O:12])[O:7][N:6]=1)([CH3:4])([CH3:3])[CH3:2].[CH3:36][C@H:37]([NH2:44])[C:38]1[CH:43]=[CH:42][CH:41]=[CH:40][CH:39]=1. No catalyst specified. The product is [C:1]([C:5]1[CH:9]=[C:8]([NH:10][C:11]([NH:13][C:14]2[CH:19]=[C:18]([C:20]3[C:32](=[O:33])[N:31]([CH3:34])[C:23]4[N:24]=[C:25]([NH:44][C@H:37]([C:38]5[CH:43]=[CH:42][CH:41]=[CH:40][CH:39]=5)[CH3:36])[N:26]=[CH:27][C:22]=4[CH:21]=3)[CH:17]=[CH:16][C:15]=2[F:35])=[O:12])[O:7][N:6]=1)([CH3:4])([CH3:3])[CH3:2]. The yield is 0.300.